This data is from NCI-60 drug combinations with 297,098 pairs across 59 cell lines. The task is: Regression. Given two drug SMILES strings and cell line genomic features, predict the synergy score measuring deviation from expected non-interaction effect. Drug 1: C1=CC(=CC=C1CCC2=CNC3=C2C(=O)NC(=N3)N)C(=O)NC(CCC(=O)O)C(=O)O. Drug 2: CCC1(CC2CC(C3=C(CCN(C2)C1)C4=CC=CC=C4N3)(C5=C(C=C6C(=C5)C78CCN9C7C(C=CC9)(C(C(C8N6C=O)(C(=O)OC)O)OC(=O)C)CC)OC)C(=O)OC)O.OS(=O)(=O)O. Cell line: EKVX. Synergy scores: CSS=23.3, Synergy_ZIP=-4.06, Synergy_Bliss=-0.619, Synergy_Loewe=-24.0, Synergy_HSA=-0.612.